Dataset: Peptide-MHC class I binding affinity with 185,985 pairs from IEDB/IMGT. Task: Regression. Given a peptide amino acid sequence and an MHC pseudo amino acid sequence, predict their binding affinity value. This is MHC class I binding data. The peptide sequence is GMWCVLASR. The MHC is HLA-B15:01 with pseudo-sequence HLA-B15:01. The binding affinity (normalized) is 0.0847.